Dataset: NCI-60 drug combinations with 297,098 pairs across 59 cell lines. Task: Regression. Given two drug SMILES strings and cell line genomic features, predict the synergy score measuring deviation from expected non-interaction effect. (1) Drug 1: CC12CCC(CC1=CCC3C2CCC4(C3CC=C4C5=CN=CC=C5)C)O. Drug 2: C1C(C(OC1N2C=NC3=C2NC=NCC3O)CO)O. Cell line: HCC-2998. Synergy scores: CSS=3.73, Synergy_ZIP=-0.325, Synergy_Bliss=0.448, Synergy_Loewe=-6.80, Synergy_HSA=-2.88. (2) Drug 1: CN(CCCl)CCCl.Cl. Cell line: NCI-H460. Synergy scores: CSS=68.3, Synergy_ZIP=21.6, Synergy_Bliss=21.0, Synergy_Loewe=-14.5, Synergy_HSA=19.7. Drug 2: C(CN)CNCCSP(=O)(O)O. (3) Drug 1: C1=NC2=C(N=C(N=C2N1C3C(C(C(O3)CO)O)O)F)N. Drug 2: C1=NC(=NC(=O)N1C2C(C(C(O2)CO)O)O)N. Cell line: SF-295. Synergy scores: CSS=14.3, Synergy_ZIP=-4.12, Synergy_Bliss=-2.73, Synergy_Loewe=-3.16, Synergy_HSA=-0.729. (4) Drug 1: CC=C1C(=O)NC(C(=O)OC2CC(=O)NC(C(=O)NC(CSSCCC=C2)C(=O)N1)C(C)C)C(C)C. Drug 2: C1=NC2=C(N1)C(=S)N=CN2. Cell line: NCI-H226. Synergy scores: CSS=26.7, Synergy_ZIP=2.81, Synergy_Bliss=3.11, Synergy_Loewe=3.75, Synergy_HSA=3.47. (5) Drug 1: CC(CN1CC(=O)NC(=O)C1)N2CC(=O)NC(=O)C2. Drug 2: CC1=C(C=C(C=C1)NC(=O)C2=CC=C(C=C2)CN3CCN(CC3)C)NC4=NC=CC(=N4)C5=CN=CC=C5. Cell line: SF-268. Synergy scores: CSS=4.25, Synergy_ZIP=-3.50, Synergy_Bliss=-0.507, Synergy_Loewe=-3.72, Synergy_HSA=-2.60. (6) Drug 1: C1CN1P(=S)(N2CC2)N3CC3. Drug 2: N.N.Cl[Pt+2]Cl. Cell line: SR. Synergy scores: CSS=84.2, Synergy_ZIP=0.928, Synergy_Bliss=0.613, Synergy_Loewe=0.708, Synergy_HSA=3.58. (7) Drug 2: CC1=C2C(C(=O)C3(C(CC4C(C3C(C(C2(C)C)(CC1OC(=O)C(C(C5=CC=CC=C5)NC(=O)C6=CC=CC=C6)O)O)OC(=O)C7=CC=CC=C7)(CO4)OC(=O)C)O)C)OC(=O)C. Drug 1: C1C(C(OC1N2C=C(C(=O)NC2=O)F)CO)O. Cell line: NCI/ADR-RES. Synergy scores: CSS=6.69, Synergy_ZIP=0.0345, Synergy_Bliss=4.62, Synergy_Loewe=-1.11, Synergy_HSA=4.13. (8) Drug 1: CN1C(=O)N2C=NC(=C2N=N1)C(=O)N. Drug 2: C1C(C(OC1N2C=NC(=NC2=O)N)CO)O. Cell line: SW-620. Synergy scores: CSS=21.1, Synergy_ZIP=-5.22, Synergy_Bliss=-1.51, Synergy_Loewe=0.993, Synergy_HSA=3.59.